This data is from Full USPTO retrosynthesis dataset with 1.9M reactions from patents (1976-2016). The task is: Predict the reactants needed to synthesize the given product. (1) Given the product [N:1]1([C:5]([C:7]2[CH:8]=[CH:9][C:10]([O:11][C:12]3[CH:13]=[C:14]([CH:19]=[C:20]([O:22][C@H:23]4[CH2:27][CH2:26][N:25]([CH3:28])[C:24]4=[O:29])[CH:21]=3)[C:15]([OH:17])=[O:16])=[CH:30][CH:31]=2)=[O:6])[CH2:4][CH2:3][CH2:2]1, predict the reactants needed to synthesize it. The reactants are: [N:1]1([C:5]([C:7]2[CH:31]=[CH:30][C:10]([O:11][C:12]3[CH:13]=[C:14]([CH:19]=[C:20]([O:22][C@H:23]4[CH2:27][CH2:26][N:25]([CH3:28])[C:24]4=[O:29])[CH:21]=3)[C:15]([O:17]C)=[O:16])=[CH:9][CH:8]=2)=[O:6])[CH2:4][CH2:3][CH2:2]1.CO.O. (2) Given the product [C:1]([NH:8][CH:9]([CH2:13][C:14]1[CH:19]=[CH:18][C:17]([C:20]#[N:21])=[CH:16][CH:15]=1)[C:10]([N:24]1[CH:25]([CH3:28])[CH:26]=[CH:27][CH:23]1[CH3:22])=[O:12])([O:3][C:4]([CH3:5])([CH3:6])[CH3:7])=[O:2], predict the reactants needed to synthesize it. The reactants are: [C:1]([NH:8][CH:9]([CH2:13][C:14]1[CH:19]=[CH:18][C:17]([C:20]#[N:21])=[CH:16][CH:15]=1)[C:10]([OH:12])=O)([O:3][C:4]([CH3:7])([CH3:6])[CH3:5])=[O:2].[CH3:22][CH:23]1[CH:27]=[CH:26][CH:25]([CH3:28])[NH:24]1.F[P-](F)(F)(F)(F)F.N1(O[P+](N(C)C)(N(C)C)N(C)C)C2C=CC=CC=2N=N1.CCN(CC)CC. (3) Given the product [Cl:1][C:2]1[CH:3]=[CH:4][C:5]([O:23][CH2:24][CH2:25][C:26]2[C:31]([F:32])=[CH:30][CH:29]=[CH:28][C:27]=2[F:33])=[C:6]([CH:22]=1)[C:7]([NH:9][C@H:10]([C:12]1[CH:13]=[CH:14][C:15]([C:16]([OH:18])=[O:17])=[CH:20][CH:21]=1)[CH3:11])=[O:8], predict the reactants needed to synthesize it. The reactants are: [Cl:1][C:2]1[CH:3]=[CH:4][C:5]([O:23][CH2:24][CH2:25][C:26]2[C:31]([F:32])=[CH:30][CH:29]=[CH:28][C:27]=2[F:33])=[C:6]([CH:22]=1)[C:7]([NH:9][C@H:10]([C:12]1[CH:21]=[CH:20][C:15]([C:16]([O:18]C)=[O:17])=[CH:14][CH:13]=1)[CH3:11])=[O:8].[OH-].[Na+]. (4) Given the product [C:14]([O:13][C:11]([N:10]([C:7]1[O:8][CH2:9][C:5]2([N:6]=1)[C:25]1([CH2:28][O:27][CH2:26]1)[CH2:29][O:30][C:31]1[C:4]2=[CH:3][C:2]([B:37]2[O:38][C:39]([CH3:41])([CH3:40])[C:35]([CH3:51])([CH3:34])[O:36]2)=[CH:33][CH:32]=1)[C:18]([O:20][C:21]([CH3:24])([CH3:22])[CH3:23])=[O:19])=[O:12])([CH3:16])([CH3:15])[CH3:17], predict the reactants needed to synthesize it. The reactants are: Br[C:2]1[CH:3]=[C:4]2[C:31](=[CH:32][CH:33]=1)[O:30][CH2:29][C:25]1([CH2:28][O:27][CH2:26]1)[C:5]12[CH2:9][O:8][C:7]([N:10]([C:18]([O:20][C:21]([CH3:24])([CH3:23])[CH3:22])=[O:19])[C:11]([O:13][C:14]([CH3:17])([CH3:16])[CH3:15])=[O:12])=[N:6]1.[CH3:34][C:35]1([CH3:51])[C:39]([CH3:41])([CH3:40])[O:38][B:37]([B:37]2[O:38][C:39]([CH3:41])([CH3:40])[C:35]([CH3:51])([CH3:34])[O:36]2)[O:36]1.C([O-])(=O)C.[K+]. (5) Given the product [OH:29][CH2:28][C:27]([NH:26][C:8]([C:7]1[CH:6]=[CH:5][C:4]([C:3]([O:2][CH3:1])=[O:13])=[CH:12][CH:11]=1)=[O:10])([CH3:31])[CH3:30], predict the reactants needed to synthesize it. The reactants are: [CH3:1][O:2][C:3](=[O:13])[C:4]1[CH:12]=[CH:11][C:7]([C:8]([O-:10])=O)=[CH:6][CH:5]=1.C(N1C=CN=C1)(N1C=CN=C1)=O.[NH2:26][C:27]([CH3:31])([CH3:30])[CH2:28][OH:29].CCCCCCC. (6) Given the product [OH:15][C:16]([CH3:23])([CH3:24])[CH2:17][C:18](=[O:20])[CH2:2][C:1]#[N:4], predict the reactants needed to synthesize it. The reactants are: [C:1](#[N:4])[CH2:2]C.C[Si]([N-][Si](C)(C)C)(C)C.[Li+].[OH:15][C:16]([CH3:24])([CH3:23])[CH2:17][C:18]([O:20]CC)=O. (7) Given the product [F:21][C:22]1[CH:23]=[C:24]([CH:28]=[CH:29][C:30]=1[O:31][CH2:32][CH2:33][N:34]1[CH2:39][CH2:38][CH2:37][CH2:36][CH2:35]1)[CH2:25][NH:1][C:2]1[CH:7]=[CH:6][CH:5]=[CH:4][C:3]=1[CH:8]=[CH:9][C:10]1[CH:11]=[CH:12][C:13]([OH:16])=[CH:14][CH:15]=1, predict the reactants needed to synthesize it. The reactants are: [NH2:1][C:2]1[CH:7]=[CH:6][CH:5]=[CH:4][C:3]=1[CH:8]=[CH:9][C:10]1[CH:15]=[CH:14][C:13]([O:16]C(=O)C)=[CH:12][CH:11]=1.Cl.[F:21][C:22]1[CH:23]=[C:24]([CH:28]=[CH:29][C:30]=1[O:31][CH2:32][CH2:33][N:34]1[CH2:39][CH2:38][CH2:37][CH2:36][CH2:35]1)[C:25](Cl)=O.